Task: Regression. Given a peptide amino acid sequence and an MHC pseudo amino acid sequence, predict their binding affinity value. This is MHC class I binding data.. Dataset: Peptide-MHC class I binding affinity with 185,985 pairs from IEDB/IMGT The peptide sequence is HVDGKILFV. The MHC is H-2-Dd with pseudo-sequence H-2-Dd. The binding affinity (normalized) is 0.